From a dataset of Forward reaction prediction with 1.9M reactions from USPTO patents (1976-2016). Predict the product of the given reaction. (1) Given the reactants [OH:1][C:2]1[CH:9]=[CH:8][C:5]([CH:6]=[O:7])=[CH:4][CH:3]=1.Cl[CH2:11][O:12][CH2:13][CH2:14][O:15][CH3:16].C(N(C(C)C)CC)(C)C, predict the reaction product. The product is: [CH3:11][O:12][CH2:13][CH2:14][O:15][CH2:16][O:1][C:2]1[CH:9]=[CH:8][C:5]([CH:6]=[O:7])=[CH:4][CH:3]=1. (2) Given the reactants [F:1][C:2]1[C:7]2[N:8]=[C:9]([C:11]3[CH:16]=[C:15](B4OC(C)(C)C(C)(C)O4)[CH:14]=[CH:13][C:12]=3[O:26][CH3:27])[O:10][C:6]=2[CH:5]=[CH:4][CH:3]=1.[CH3:28][NH:29][C:30]([C:32]1[C:36]2[CH:37]=[C:38](Br)[C:39]([N:41]([S:43]([CH3:46])(=[O:45])=[O:44])[CH3:42])=[CH:40][C:35]=2[O:34][C:33]=1[C:48]1[CH:53]=[CH:52][C:51]([F:54])=[CH:50][CH:49]=1)=[O:31].[O-]P([O-])([O-])=O.[K+].[K+].[K+], predict the reaction product. The product is: [CH3:28][NH:29][C:30]([C:32]1[C:36]2[CH:37]=[C:38]([C:15]3[CH:14]=[CH:13][C:12]([O:26][CH3:27])=[C:11]([C:9]4[O:10][C:6]5[CH:5]=[CH:4][CH:3]=[C:2]([F:1])[C:7]=5[N:8]=4)[CH:16]=3)[C:39]([N:41]([S:43]([CH3:46])(=[O:45])=[O:44])[CH3:42])=[CH:40][C:35]=2[O:34][C:33]=1[C:48]1[CH:49]=[CH:50][C:51]([F:54])=[CH:52][CH:53]=1)=[O:31]. (3) The product is: [NH2:19][C:18]1[N:1]([C:3]2[CH:4]=[C:5]([CH:11]=[CH:12][CH:13]=2)[C:6]([O:8][CH2:9][CH3:10])=[O:7])[N:2]=[C:16]([CH:15]([CH3:21])[CH3:14])[CH:17]=1. Given the reactants [NH:1]([C:3]1[CH:4]=[C:5]([CH:11]=[CH:12][CH:13]=1)[C:6]([O:8][CH2:9][CH3:10])=[O:7])[NH2:2].[CH3:14][CH:15]([CH3:21])[C:16](=O)[CH2:17][C:18]#[N:19].Cl, predict the reaction product. (4) Given the reactants [N+:1]([C:4]1[C:13]2[C:8](=[CH:9][CH:10]=[CH:11][CH:12]=2)[C:7]([O:14][CH2:15][CH:16]([C:18]2[CH:23]=[CH:22][N:21]=[C:20]([NH:24][C:25](=[O:31])[O:26][C:27]([CH3:30])([CH3:29])[CH3:28])[CH:19]=2)[CH3:17])=[CH:6][CH:5]=1)([O-])=O.CC(O)=O.CCOC(C)=O.[H][H], predict the reaction product. The product is: [NH2:1][C:4]1[C:13]2[C:8](=[CH:9][CH:10]=[CH:11][CH:12]=2)[C:7]([O:14][CH2:15][CH:16]([C:18]2[CH:23]=[CH:22][N:21]=[C:20]([NH:24][C:25](=[O:31])[O:26][C:27]([CH3:30])([CH3:29])[CH3:28])[CH:19]=2)[CH3:17])=[CH:6][CH:5]=1. (5) Given the reactants Br[C:2]1[CH:9]=[C:8]([F:10])[CH:7]=[CH:6][C:3]=1[C:4]#[N:5].[Br:11][C:12]1[CH:13]=[C:14]([CH:18]=[CH:19][CH:20]=1)[C:15](Cl)=[O:16], predict the reaction product. The product is: [Br:11][C:12]1[CH:13]=[C:14]([CH:18]=[CH:19][CH:20]=1)[C:15]([C:2]1[CH:9]=[C:8]([F:10])[CH:7]=[CH:6][C:3]=1[C:4]#[N:5])=[O:16]. (6) Given the reactants [F:1][C:2]1[CH:7]=[CH:6][C:5]([O:8][C:9]2[N:14]=[CH:13][C:12]([C:15]([N:17]([CH3:32])[C:18]3[CH:23]=[CH:22][C:21]([CH2:24][N:25]4[CH2:30][CH2:29][NH:28][C@@H:27]([CH3:31])[CH2:26]4)=[CH:20][CH:19]=3)=[O:16])=[CH:11][CH:10]=2)=[CH:4][CH:3]=1.[C:33]([OH:40])(=[O:39])/[CH:34]=[CH:35]/[C:36]([OH:38])=[O:37], predict the reaction product. The product is: [C:33]([OH:40])(=[O:39])/[CH:34]=[CH:35]/[C:36]([OH:38])=[O:37].[F:1][C:2]1[CH:7]=[CH:6][C:5]([O:8][C:9]2[N:14]=[CH:13][C:12]([C:15]([N:17]([CH3:32])[C:18]3[CH:23]=[CH:22][C:21]([CH2:24][N:25]4[CH2:30][CH2:29][NH:28][C@@H:27]([CH3:31])[CH2:26]4)=[CH:20][CH:19]=3)=[O:16])=[CH:11][CH:10]=2)=[CH:4][CH:3]=1.